This data is from Full USPTO retrosynthesis dataset with 1.9M reactions from patents (1976-2016). The task is: Predict the reactants needed to synthesize the given product. (1) Given the product [CH3:1][C@H:2]1[CH2:8][NH:7][CH2:6][C:5]2[S:16][CH:17]=[C:18]([CH:19]([CH3:24])[C:20]([F:23])([F:21])[F:22])[C:4]=2[O:3]1, predict the reactants needed to synthesize it. The reactants are: [CH3:1][C@H:2]1[CH2:8][N:7](C(OC(C)(C)C)=O)[CH2:6][C:5]2[S:16][CH:17]=[C:18]([CH:19]([CH3:24])[C:20]([F:23])([F:22])[F:21])[C:4]=2[O:3]1. (2) Given the product [CH2:3]([NH:4][C@@H:5]1[CH2:6][CH2:7][C:8]2[N:12]=[C:11]([NH2:13])[S:10][C:9]=2[CH2:14]1)[CH2:2][CH3:1], predict the reactants needed to synthesize it. The reactants are: [CH3:1][CH2:2][CH2:3][NH:4][C@@H:5]1[CH2:14][C:9]2[S:10][C:11]([NH2:13])=[N:12][C:8]=2[CH2:7][CH2:6]1.CC1C=CC(S(O)(=O)=O)=CC=1.O.Cl. (3) Given the product [Cl:41][C:40]1[CH:39]=[CH:38][CH:37]=[C:36]([Cl:42])[C:35]=1[C:28]1[C:27]([CH2:26][O:18][C:13]2[CH:14]=[C:15]3[C:10](=[CH:11][CH:12]=2)[CH:9]=[C:8]([C:4]2[CH:3]=[C:2]([CH:7]=[CH:6][CH:5]=2)[NH2:1])[CH:17]=[CH:16]3)=[C:31]([CH:32]([CH3:34])[CH3:33])[O:30][N:29]=1, predict the reactants needed to synthesize it. The reactants are: [NH2:1][C:2]1[CH:3]=[C:4]([C:8]2[CH:9]=[C:10]3[C:15](=[CH:16][CH:17]=2)[CH:14]=[C:13]([OH:18])[CH:12]=[CH:11]3)[CH:5]=[CH:6][CH:7]=1.C(=O)([O-])[O-].[Cs+].[Cs+].Cl[CH2:26][C:27]1[C:28]([C:35]2[C:40]([Cl:41])=[CH:39][CH:38]=[CH:37][C:36]=2[Cl:42])=[N:29][O:30][C:31]=1[CH:32]([CH3:34])[CH3:33].C(OCC)(=O)C. (4) Given the product [O:19]=[C:9]1[N:8]([CH2:7][CH2:6][CH:2]=[O:1])[C:17](=[O:18])[C:16]2[C:11](=[CH:12][CH:13]=[CH:14][CH:15]=2)[NH:10]1, predict the reactants needed to synthesize it. The reactants are: [O:1]1CCO[CH:2]1[CH2:6][CH2:7][N:8]1[C:17](=[O:18])[C:16]2[C:11](=[CH:12][CH:13]=[CH:14][CH:15]=2)[NH:10][C:9]1=[O:19].S(=O)(=O)(O)O. (5) Given the product [CH2:5]([N:7]([CH:2]([SiH3:4])[N:7]([CH2:8][CH3:9])[CH2:5][CH3:6])[CH2:8][CH3:9])[CH3:6], predict the reactants needed to synthesize it. The reactants are: Cl[CH:2]([SiH3:4])Cl.[CH2:5]([NH:7][CH2:8][CH3:9])[CH3:6]. (6) Given the product [Cl:1][C:2]1[CH:7]=[CH:6][C:5]([Cl:8])=[CH:4][C:3]=1[C:9]1([CH:14]=[O:28])[CH2:13][CH2:12][CH2:11][CH2:10]1, predict the reactants needed to synthesize it. The reactants are: [Cl:1][C:2]1[CH:7]=[CH:6][C:5]([Cl:8])=[CH:4][C:3]=1[C:9]1([C:14]#N)[CH2:13][CH2:12][CH2:11][CH2:10]1.[H-].C([Al+]CC(C)C)C(C)C.C(OCC)(=[O:28])C. (7) Given the product [Cl:32][C:28]1[CH:29]=[CH:30][CH:31]=[C:4]([Cl:3])[C:5]=1[C:6]([NH:8][C@H:9]([C:24]([OH:26])=[O:25])[CH2:10][C:11]1[CH:12]=[CH:13][C:14]([O:17][CH:18]2[CH2:23][CH2:22][N:21]([CH3:1])[CH2:20][CH2:19]2)=[CH:15][CH:16]=1)=[O:7], predict the reactants needed to synthesize it. The reactants are: [CH2:1]=O.[Cl:3][C:4]1[CH:31]=[CH:30][CH:29]=[C:28]([Cl:32])[C:5]=1[C:6]([NH:8][C@H:9]([C:24]([O:26]C)=[O:25])[CH2:10][C:11]1[CH:16]=[CH:15][C:14]([O:17][CH:18]2[CH2:23][CH2:22][NH:21][CH2:20][CH2:19]2)=[CH:13][CH:12]=1)=[O:7]. (8) The reactants are: Cl[CH2:2][C:3]1[CH:4]=[CH:5][C:6]2[N:10]=[CH:9][N:8]([C:11]3[S:15][C:14]([C:16]([O:18][CH3:19])=[O:17])=[C:13]([O:20][C@@H:21]([C:23]4[CH:28]=[CH:27][CH:26]=[CH:25][C:24]=4[C:29]([F:32])([F:31])[F:30])[CH3:22])[CH:12]=3)[C:7]=2[CH:33]=1.[CH3:34][S-:35].[Na+]. Given the product [CH3:34][S:35][CH2:2][C:3]1[CH:4]=[CH:5][C:6]2[N:10]=[CH:9][N:8]([C:11]3[S:15][C:14]([C:16]([O:18][CH3:19])=[O:17])=[C:13]([O:20][C@@H:21]([C:23]4[CH:28]=[CH:27][CH:26]=[CH:25][C:24]=4[C:29]([F:32])([F:31])[F:30])[CH3:22])[CH:12]=3)[C:7]=2[CH:33]=1, predict the reactants needed to synthesize it. (9) Given the product [CH:54]1([O:1][C:2]2[CH:38]=[CH:37][C:5]3[CH2:6][CH2:7][CH2:8][CH:9]([N:11]([C:30]([O:32][C:33]([CH3:35])([CH3:34])[CH3:36])=[O:31])[CH2:12][C@H:13]([O:22][Si:23]([CH2:26][CH3:27])([CH2:24][CH3:25])[CH2:28][CH3:29])[CH2:14][O:15][C:16]4[CH:17]=[CH:18][CH:19]=[CH:20][CH:21]=4)[CH2:10][C:4]=3[CH:3]=2)[CH2:55][CH2:56][CH2:57][CH2:52]1, predict the reactants needed to synthesize it. The reactants are: [OH:1][C:2]1[CH:38]=[CH:37][C:5]2[CH2:6][CH2:7][CH2:8][CH:9]([N:11]([C:30]([O:32][C:33]([CH3:36])([CH3:35])[CH3:34])=[O:31])[CH2:12][C@H:13]([O:22][Si:23]([CH2:28][CH3:29])([CH2:26][CH3:27])[CH2:24][CH3:25])[CH2:14][O:15][C:16]3[CH:21]=[CH:20][CH:19]=[CH:18][CH:17]=3)[CH2:10][C:4]=2[CH:3]=1.[C:56]1(P([C:52]2[CH:57]=[CH:56][CH:55]=[CH:54]C=2)[C:56]2[CH:57]=[CH:52]C=[CH:54][CH:55]=2)[CH:57]=[CH:52]C=[CH:54][CH:55]=1.C1(O)CCCC1.N(C(OCC)=O)=NC(OCC)=O.C(=O)([O-])O.[Na+].